From a dataset of Forward reaction prediction with 1.9M reactions from USPTO patents (1976-2016). Predict the product of the given reaction. (1) Given the reactants [F:1][C:2]1[CH:7]=[CH:6][C:5]([C:8]23[CH2:16][O:15][CH2:14][CH:13]2[CH2:12][S:11][C:10]([NH2:17])=[N:9]3)=[CH:4][C:3]=1[C:18]1[CH:19]=[N:20][CH:21]=[N:22][CH:23]=1.F[C:25]1C=CC(C2C=NC=NC=2)=CC=1C12COCC1CSC(N)=N2, predict the reaction product. The product is: [CH3:25][N:20]([CH3:21])[CH2:19][CH3:18].[F:1][C:2]1[CH:7]=[CH:6][C:5]([C@:8]23[CH2:16][O:15][CH2:14][C@H:13]2[CH2:12][S:11][C:10]([NH2:17])=[N:9]3)=[CH:4][C:3]=1[C:18]1[CH:19]=[N:20][CH:21]=[N:22][CH:23]=1. (2) Given the reactants [CH:1]1[N:5]=[CH:4][NH:3][C:2]=1/[CH:6]=[CH:7]/[C:8]([OH:10])=[O:9].[O-]P(OP([O-])([O-])=O)(=O)[O-].[NH2:20][C@@H](CCC(N[C@H](C(NCC(O)=O)=O)CS)=O)C(O)=O, predict the reaction product. The product is: [NH3:3].[NH2:20][C@H:7]([C:8]([OH:10])=[O:9])[CH2:6][C:2]1[N:3]=[CH:4][NH:5][CH:1]=1. (3) Given the reactants [NH2:1][CH2:2][C:3]1[N:8]=[C:7]([OH:9])[C:6]([O:10][CH2:11][CH2:12][CH3:13])=[CH:5][CH:4]=1.CO[CH:16]=[C:17]1[C:26]2[C:21](=[CH:22][CH:23]=[C:24]([I:27])[CH:25]=2)[C:20](=[O:28])[NH:19][C:18]1=[O:29], predict the reaction product. The product is: [OH:9][C:7]1[N:8]=[C:3]([CH2:2][NH:1][CH:16]=[C:17]2[C:26]3[C:21](=[CH:22][CH:23]=[C:24]([I:27])[CH:25]=3)[C:20](=[O:28])[NH:19][C:18]2=[O:29])[CH:4]=[CH:5][C:6]=1[O:10][CH2:11][CH2:12][CH3:13]. (4) Given the reactants [CH3:1][O:2][C:3]([C:5]1[CH:6]=[C:7]([CH:11]=[C:12]([C:14]([O:16][CH3:17])=[O:15])[CH:13]=1)[C:8]([OH:10])=O)=[O:4].ON1C(=O)CCC1=O.[NH2:26][CH2:27][CH2:28][NH:29][C:30]([C:32]1[CH:33]=[C:34]([CH:49]=[CH:50][CH:51]=1)[O:35][CH2:36][CH:37]([N:46]=[N+:47]=[N-:48])[O:38][CH2:39][CH2:40][O:41][CH2:42][C:43]([O-:45])=[O:44])=[O:31].[Na+].CCN(C(C)C)C(C)C, predict the reaction product. The product is: [N:46]([CH:37]([O:38][CH2:39][CH2:40][O:41][CH2:42][C:43]([OH:45])=[O:44])[CH2:36][O:35][C:34]1[CH:49]=[CH:50][CH:51]=[C:32]([C:30](=[O:31])[NH:29][CH2:28][CH2:27][NH:26][C:8](=[O:10])[C:7]2[CH:11]=[C:12]([C:14]([O:16][CH3:17])=[O:15])[CH:13]=[C:5]([C:3]([O:2][CH3:1])=[O:4])[CH:6]=2)[CH:33]=1)=[N+:47]=[N-:48]. (5) Given the reactants [NH2:1][C:2]1[N:10]=[C:9]2[C:5]([N:6]=[CH:7][N:8]2[C@@H:11]2[O:15][C@H:14]([CH2:16][OH:17])[C@@H:13]([OH:18])[C@:12]2([F:20])[CH3:19])=[C:4]([N:21]2[CH2:24][CH2:23][CH2:22]2)[N:3]=1.N1C=NN=N1.C(#N)C.C(N([CH:40]([O:48][P:49](N)[O-:50])N(C(C)C)C(C)C)C(C)C)(C)C, predict the reaction product. The product is: [P:49]([OH:50])([OH:15])[OH:48].[N:21]1([C:4]2[N:3]=[C:2]([NH2:1])[N:10]=[C:9]3[C:5]=2[N:6]=[CH:7][N:8]3[C@@H:11]2[O:15][C@H:14]3[C@@H:13]([O:18][P:49]([O:48][CH3:40])[O:17][CH2:16]3)[C@:12]2([F:20])[CH3:19])[CH2:24][CH2:23][CH2:22]1. (6) Given the reactants C(N(CC)CC)C.Cl.[Cl:9][C:10]1[CH:11]=[C:12]2[C:16](=[CH:17][CH:18]=1)[NH:15][CH:14]=[C:13]2[CH2:19][CH2:20][NH2:21].[I:22][C:23]1[CH:31]=[CH:30][C:26]([C:27](Cl)=[O:28])=[CH:25][CH:24]=1, predict the reaction product. The product is: [Cl:9][C:10]1[CH:11]=[C:12]2[C:16](=[CH:17][CH:18]=1)[NH:15][CH:14]=[C:13]2[CH2:19][CH2:20][NH:21][C:27](=[O:28])[C:26]1[CH:30]=[CH:31][C:23]([I:22])=[CH:24][CH:25]=1. (7) Given the reactants [C:1]([NH:4][C:5]1[CH:14]=[CH:13][C:8]2[C:9]([CH3:12])=[N:10][O:11][C:7]=2[CH:6]=1)(=[O:3])[CH3:2].[Li+].CC([N-]C(C)C)C.I[CH2:24][C:25]1[N:26]=[C:27]([C:33]2[CH:38]=[CH:37][C:36]([Cl:39])=[CH:35][C:34]=2[Cl:40])[O:28][C:29]=1[CH:30]([CH3:32])[CH3:31].[Cl-].[NH4+], predict the reaction product. The product is: [C:1]([NH:4][C:5]1[CH:14]=[CH:13][C:8]2[C:9]([CH2:12][CH2:24][C:25]3[N:26]=[C:27]([C:33]4[CH:38]=[CH:37][C:36]([Cl:39])=[CH:35][C:34]=4[Cl:40])[O:28][C:29]=3[CH:30]([CH3:32])[CH3:31])=[N:10][O:11][C:7]=2[CH:6]=1)(=[O:3])[CH3:2].